This data is from Forward reaction prediction with 1.9M reactions from USPTO patents (1976-2016). The task is: Predict the product of the given reaction. Given the reactants [CH3:1][CH:2]([S:5]([O:8][CH2:9][CH2:10][CH2:11][CH3:12])(=[O:7])=[O:6])[CH2:3][CH3:4].[CH3:13][N+:14]1[CH:18]=[CH:17][NH:16][CH:15]=1, predict the reaction product. The product is: [CH3:1][CH:2]([S:5]([O-:8])(=[O:7])=[O:6])[CH2:3][CH3:4].[CH2:9]([N+:16]1[CH:17]=[CH:18][N:14]([CH3:13])[CH:15]=1)[CH2:10][CH2:11][CH3:12].